Dataset: Forward reaction prediction with 1.9M reactions from USPTO patents (1976-2016). Task: Predict the product of the given reaction. (1) Given the reactants [S:1]1[CH:5]=[CH:4][C:3]([CH:6]=O)=[CH:2]1.[F:8][C:9]1[CH:14]=[CH:13][C:12]([NH:15][C:16]2[C:17]([NH2:24])=[CH:18][CH:19]=[C:20]([O:22][CH3:23])[CH:21]=2)=[CH:11][CH:10]=1.O.C(OCC)(=O)C, predict the reaction product. The product is: [CH3:23][O:22][C:20]1[CH:19]=[CH:18][C:17]2[N:24]=[C:6]([C:3]3[CH:4]=[CH:5][S:1][CH:2]=3)[N:15]([C:12]3[CH:13]=[CH:14][C:9]([F:8])=[CH:10][CH:11]=3)[C:16]=2[CH:21]=1. (2) Given the reactants [NH2:1][C:2]1[S:3][C:4]([C:10]2[C:15]([F:16])=[CH:14][C:13]([C:17]([OH:20])([CH3:19])[CH3:18])=[CH:12][C:11]=2[F:21])=[CH:5][C:6]=1[C:7]([NH2:9])=[O:8].Br[C:23]1[CH:28]=[CH:27][CH:26]=[C:25]([C:29]2[CH2:30][CH2:31][O:32][CH2:33][CH:34]=2)[N:24]=1, predict the reaction product. The product is: [F:16][C:15]1[CH:14]=[C:13]([C:17]([OH:20])([CH3:18])[CH3:19])[CH:12]=[C:11]([F:21])[C:10]=1[C:4]1[S:3][C:2]([NH:1][C:23]2[CH:28]=[CH:27][CH:26]=[C:25]([C:29]3[CH2:30][CH2:31][O:32][CH2:33][CH:34]=3)[N:24]=2)=[C:6]([C:7]([NH2:9])=[O:8])[CH:5]=1. (3) Given the reactants N(C([O-])=O)=NC([O-])=O.[CH3:9][NH:10][C:11]1[N:16]=[C:15]([CH2:17][CH2:18][OH:19])[CH:14]=[CH:13][CH:12]=1.O[C:21]1[CH:22]=[C:23]2[C:27](=[CH:28][CH:29]=1)[NH:26][C:25]([CH2:30][CH2:31][C:32]([O:34][CH3:35])=[O:33])=[CH:24]2.C1(P(C2C=CC=CC=2)C2C=CC=CC=2)C=CC=CC=1, predict the reaction product. The product is: [CH3:9][NH:10][C:11]1[N:16]=[C:15]([CH2:17][CH2:18][O:19][C:21]2[CH:22]=[C:23]3[C:27](=[CH:28][CH:29]=2)[NH:26][C:25]([CH2:30][CH2:31][C:32]([O:34][CH3:35])=[O:33])=[CH:24]3)[CH:14]=[CH:13][CH:12]=1. (4) The product is: [CH3:49][O:48][C:44]1[CH:45]=[CH:46][CH:47]=[C:39]([O:38][CH3:37])[C:40]=1[C:41]([N:3]1[CH2:4][CH2:5][CH:6]2[CH:1]([N:8]([C:9]3[CH:18]=[N:17][C:16]4[C:11](=[CH:12][CH:13]=[CH:14][CH:15]=4)[N:10]=3)[CH2:7]2)[CH2:2]1)=[O:42]. Given the reactants [CH:1]12[N:8]([C:9]3[CH:18]=[N:17][C:16]4[C:11](=[CH:12][CH:13]=[CH:14][CH:15]=4)[N:10]=3)[CH2:7][CH:6]1[CH2:5][CH2:4][NH:3][CH2:2]2.[C@@H]12N(C3C=NC4C(=CC=CC=4)N=3)C[C@@H]1CCNC2.[CH3:37][O:38][C:39]1[CH:47]=[CH:46][CH:45]=[C:44]([O:48][CH3:49])[C:40]=1[C:41](Cl)=[O:42].C1(C2C=CC=CC=2)C(C(Cl)=O)=CC=CC=1, predict the reaction product. (5) Given the reactants [Na].[C:2]([O:12][CH2:13][CH3:14])(=[O:11])[CH2:3][C:4]([C:6]([O:8]CC)=O)=O.[F:15][C:16]1[CH:24]=[CH:23][CH:22]=[CH:21][C:17]=1[CH2:18][NH:19][NH2:20], predict the reaction product. The product is: [F:15][C:16]1[CH:24]=[CH:23][CH:22]=[CH:21][C:17]=1[CH2:18][N:19]1[C:6]([OH:8])=[CH:4][C:3]([C:2]([O:12][CH2:13][CH3:14])=[O:11])=[N:20]1. (6) Given the reactants [Cl:1][C:2]1[C:3]([F:22])=[C:4]2[C:9](=[C:10]([Cl:12])[CH:11]=1)[O:8][CH:7]([C:13]([F:16])([F:15])[F:14])[C:6]([C:17]([O:19]CC)=[O:18])=[CH:5]2.[OH-].[Li+].Cl, predict the reaction product. The product is: [Cl:1][C:2]1[C:3]([F:22])=[C:4]2[C:9](=[C:10]([Cl:12])[CH:11]=1)[O:8][CH:7]([C:13]([F:16])([F:14])[F:15])[C:6]([C:17]([OH:19])=[O:18])=[CH:5]2. (7) Given the reactants [F:1][C:2]([F:18])([F:17])[C:3]1[CH:8]=[CH:7][C:6]([C:9]2[CH:14]=[CH:13][C:12]([CH2:15][NH2:16])=[CH:11][CH:10]=2)=[CH:5][CH:4]=1.[CH2:19]([N:21]([CH2:32][C:33](O)=[O:34])[S:22]([C:25]1[CH:30]=[CH:29][C:28]([F:31])=[CH:27][CH:26]=1)(=[O:24])=[O:23])[CH3:20].CN(C(ON1N=NC2C=CC=NC1=2)=[N+](C)C)C.F[P-](F)(F)(F)(F)F.C(N(CC)C(C)C)(C)C.OS([O-])(=O)=O.[K+], predict the reaction product. The product is: [CH2:19]([N:21]([S:22]([C:25]1[CH:26]=[CH:27][C:28]([F:31])=[CH:29][CH:30]=1)(=[O:24])=[O:23])[CH2:32][C:33]([NH:16][CH2:15][C:12]1[CH:13]=[CH:14][C:9]([C:6]2[CH:5]=[CH:4][C:3]([C:2]([F:17])([F:18])[F:1])=[CH:8][CH:7]=2)=[CH:10][CH:11]=1)=[O:34])[CH3:20].